This data is from Forward reaction prediction with 1.9M reactions from USPTO patents (1976-2016). The task is: Predict the product of the given reaction. (1) Given the reactants [NH:1]1[CH2:4][CH:3]([C:5]2[NH:9][C:8]3[CH:10]=[CH:11][C:12]([Cl:14])=[CH:13][C:7]=3[N:6]=2)[CH2:2]1.[CH3:15][O:16][C:17](=[O:25])[C:18]1[CH:23]=[CH:22][CH:21]=[N:20][C:19]=1Cl, predict the reaction product. The product is: [CH3:15][O:16][C:17](=[O:25])[C:18]1[CH:23]=[CH:22][CH:21]=[N:20][C:19]=1[N:1]1[CH2:4][CH:3]([C:5]2[NH:9][C:8]3[CH:10]=[CH:11][C:12]([Cl:14])=[CH:13][C:7]=3[N:6]=2)[CH2:2]1. (2) Given the reactants [N+:1]([C:4]1[CH:12]=[C:11]2[C:7]([C:8]([C:13]3[CH:18]4[CH2:19][CH2:20][N:15]([CH2:16][CH2:17]4)[CH:14]=3)=[CH:9][NH:10]2)=[CH:6][CH:5]=1)([O-])=O.I.CS[C:24]([C:26]1[S:27][CH:28]=[CH:29][CH:30]=1)=[NH:25], predict the reaction product. The product is: [N:15]12[CH2:20][CH2:19][CH:18]([CH2:17][CH2:16]1)[CH:13]([C:8]1[C:7]3[C:11](=[CH:12][C:4]([NH:1][C:24]([C:26]4[S:27][CH:28]=[CH:29][CH:30]=4)=[NH:25])=[CH:5][CH:6]=3)[NH:10][CH:9]=1)[CH2:14]2. (3) Given the reactants [NH2:1][CH:2]1[C:9](=[O:10])[N:8]2[CH:3]1[S:4][CH2:5][C:6]([CH3:15])=[C:7]2[C:11]([O:13][CH3:14])=[O:12].C(N(CC)CC)C.[C:23]1([CH2:29][C:30](Cl)=[O:31])[CH:28]=[CH:27][CH:26]=[CH:25][CH:24]=1, predict the reaction product. The product is: [CH3:15][C:6]1[CH2:5][S:4][CH:3]2[N:8]([C:9](=[O:10])[CH:2]2[NH:1][C:30](=[O:31])[CH2:29][C:23]2[CH:28]=[CH:27][CH:26]=[CH:25][CH:24]=2)[C:7]=1[C:11]([O:13][CH3:14])=[O:12]. (4) Given the reactants C(S)CCC.[C:6]([S:14][C:15]([CH3:18])([CH3:17])[CH3:16])(=[O:13])[C:7]1[CH:12]=[CH:11][CH:10]=[CH:9][CH:8]=1.C(Cl)(=O)C1C=CC=CC=1, predict the reaction product. The product is: [C:6]([S:14][C:15]([CH3:18])([CH3:17])[CH3:16])(=[O:13])[C:7]1[CH:12]=[CH:11][CH:10]=[CH:9][CH:8]=1. (5) Given the reactants [C:1]([N:4]([CH2:37][C@@H:38]1[O:42][C:41](=[O:43])[N:40]([C:44]2[CH:49]=[CH:48][C:47]([N:50]3[CH2:57][C:56]4[C:52](=[N:53][N:54]([CH3:58])[CH:55]=4)[CH2:51]3)=[C:46]([F:59])[CH:45]=2)[CH2:39]1)[C:5]([O:7][CH2:8][O:9][C:10](=[O:36])[C:11]1[CH:16]=[CH:15][C:14]([O:17][P:18]([O:28]CC2C=CC=CC=2)([O:20]CC2C=CC=CC=2)=[O:19])=[CH:13][CH:12]=1)=[O:6])(=[O:3])[CH3:2], predict the reaction product. The product is: [C:1]([N:4]([CH2:37][C@@H:38]1[O:42][C:41](=[O:43])[N:40]([C:44]2[CH:49]=[CH:48][C:47]([N:50]3[CH2:57][C:56]4[C:52](=[N:53][N:54]([CH3:58])[CH:55]=4)[CH2:51]3)=[C:46]([F:59])[CH:45]=2)[CH2:39]1)[C:5]([O:7][CH2:8][O:9][C:10](=[O:36])[C:11]1[CH:16]=[CH:15][C:14]([O:17][P:18]([OH:28])([OH:20])=[O:19])=[CH:13][CH:12]=1)=[O:6])(=[O:3])[CH3:2]. (6) Given the reactants [C:1]([OH:6])(=O)[C:2](O)=O.[C:7]([C:9]1([C:19]2[CH:24]=[CH:23][C:22]([O:25][CH3:26])=[C:21]([O:27][CH3:28])[CH:20]=2)OC(CCC(C)C)CO1)#[N:8].[C:29](=O)([O-])[O-].[K+].[K+].[CH3:35][C:36]([CH3:38])=O, predict the reaction product. The product is: [CH3:28][O:27][C:21]1[CH:20]=[C:19]([C:9]([CH:36]([CH3:38])[CH3:35])([CH2:29][CH2:2][CH:1]=[O:6])[C:7]#[N:8])[CH:24]=[CH:23][C:22]=1[O:25][CH3:26]. (7) Given the reactants [Cl:1][C:2]1[CH:3]=[C:4]([CH2:9][S:10]([NH:13][C:14]2[C:19]([O:20][CH3:21])=[CH:18][C:17]([S:22]C(C)C)=[CH:16][N:15]=2)(=[O:12])=[O:11])[CH:5]=[C:6]([Cl:8])[CH:7]=1.[CH2:26](S)[CH2:27][CH3:28].CC(S)C, predict the reaction product. The product is: [Cl:1][C:2]1[CH:3]=[C:4]([CH2:9][S:10]([NH:13][C:14]2[C:19]([O:20][CH3:21])=[CH:18][C:17]([S:22][CH2:26][CH2:27][CH3:28])=[CH:16][N:15]=2)(=[O:11])=[O:12])[CH:5]=[C:6]([Cl:8])[CH:7]=1.